From a dataset of Reaction yield outcomes from USPTO patents with 853,638 reactions. Predict the reaction yield, written as a fraction of the theoretical maximum amount of product (1.0 means a 100% yield; for example, 0.34 means a 34% yield). (1) The reactants are [NH:1]1[CH2:6][CH2:5][O:4][CH2:3][CH2:2]1.C[Al](C)C.[F:11][C:12]1[CH:17]=[CH:16][CH:15]=[C:14]([F:18])[C:13]=1[N:19]1[C:24]2[N:25]=[C:26]([NH:37][CH2:38][C:39](OC)=[O:40])[N:27]=[C:28]([C:29]3[CH:34]=[CH:33][C:32]([F:35])=[CH:31][C:30]=3[CH3:36])[C:23]=2[CH:22]=[CH:21][C:20]1=[O:43]. The catalyst is ClCCl.CCOC(C)=O. The product is [F:11][C:12]1[CH:17]=[CH:16][CH:15]=[C:14]([F:18])[C:13]=1[N:19]1[C:24]2[N:25]=[C:26]([NH:37][CH2:38][C:39]([N:1]3[CH2:6][CH2:5][O:4][CH2:3][CH2:2]3)=[O:40])[N:27]=[C:28]([C:29]3[CH:34]=[CH:33][C:32]([F:35])=[CH:31][C:30]=3[CH3:36])[C:23]=2[CH:22]=[CH:21][C:20]1=[O:43]. The yield is 0.310. (2) The reactants are [NH:1]1[CH2:6][CH2:5][CH2:4][CH:3]([CH2:7][NH:8][C:9]([C:11]2[S:15][C:14]([C:16]3[CH:21]=[CH:20][C:19]([Cl:22])=[CH:18][CH:17]=3)=[N:13][C:12]=2[CH3:23])=[O:10])[CH2:2]1.F[C:25]1[CH:34]=[CH:33][CH:32]=[CH:31][C:26]=1[C:27]([O:29][CH3:30])=[O:28].CS(C)=O.C(=O)([O-])[O-].[K+].[K+]. The catalyst is O. The product is [Cl:22][C:19]1[CH:18]=[CH:17][C:16]([C:14]2[S:15][C:11]([C:9]([NH:8][CH2:7][CH:3]3[CH2:4][CH2:5][CH2:6][N:1]([C:25]4[CH:34]=[CH:33][CH:32]=[CH:31][C:26]=4[C:27]([O:29][CH3:30])=[O:28])[CH2:2]3)=[O:10])=[C:12]([CH3:23])[N:13]=2)=[CH:21][CH:20]=1. The yield is 0.200. (3) The reactants are [N:1]1[CH:6]=[CH:5][CH:4]=[C:3]([C:7]2[CH:17]=[N:16][C:10]3[O:11][CH2:12][C:13](=O)[NH:14][C:9]=3[CH:8]=2)[CH:2]=1.[H-].[Al+3].[Li+].[H-].[H-].[H-].O.[OH-].[Na+]. The catalyst is O1CCCC1. The product is [N:1]1[CH:6]=[CH:5][CH:4]=[C:3]([C:7]2[CH:17]=[N:16][C:10]3[O:11][CH2:12][CH2:13][NH:14][C:9]=3[CH:8]=2)[CH:2]=1. The yield is 0.530.